From a dataset of Full USPTO retrosynthesis dataset with 1.9M reactions from patents (1976-2016). Predict the reactants needed to synthesize the given product. (1) The reactants are: [C:1]1([C@@H:7]2[CH2:12][CH2:11][C@H:10]([O:13][C:14]3[CH:15]=[C:16]4[C:21](=[CH:22][CH:23]=3)[CH:20]=[C:19]([C@:24]3([CH3:30])[CH2:28][O:27]C(=O)[NH:25]3)[CH:18]=[CH:17]4)[CH2:9][CH2:8]2)[CH:6]=[CH:5][CH:4]=[CH:3][CH:2]=1.[OH-].[Li+].C(O)C.O. Given the product [NH2:25][C@@:24]([C:19]1[CH:18]=[CH:17][C:16]2[C:21](=[CH:22][CH:23]=[C:14]([O:13][C@H:10]3[CH2:9][CH2:8][C@@H:7]([C:1]4[CH:6]=[CH:5][CH:4]=[CH:3][CH:2]=4)[CH2:12][CH2:11]3)[CH:15]=2)[CH:20]=1)([CH3:30])[CH2:28][OH:27], predict the reactants needed to synthesize it. (2) Given the product [CH:21]1([N:18]2[CH2:19][CH2:20][N:15]([C:13](=[O:14])[CH2:12][N:7]3[CH2:6][CH2:5][C:4]4[C:9](=[CH:10][CH:11]=[C:2]([B:25]5[O:29][C:28]([CH3:31])([CH3:30])[C:27]([CH3:33])([CH3:32])[O:26]5)[CH:3]=4)[CH2:8]3)[CH2:16][CH2:17]2)[CH2:24][CH2:23][CH2:22]1, predict the reactants needed to synthesize it. The reactants are: Br[C:2]1[CH:3]=[C:4]2[C:9](=[CH:10][CH:11]=1)[CH2:8][N:7]([CH2:12][C:13]([N:15]1[CH2:20][CH2:19][N:18]([CH:21]3[CH2:24][CH2:23][CH2:22]3)[CH2:17][CH2:16]1)=[O:14])[CH2:6][CH2:5]2.[B:25]1([B:25]2[O:29][C:28]([CH3:31])([CH3:30])[C:27]([CH3:33])([CH3:32])[O:26]2)[O:29][C:28]([CH3:31])([CH3:30])[C:27]([CH3:33])([CH3:32])[O:26]1.C(Cl)(Cl)Cl.CC([O-])=O.[K+].